Dataset: Full USPTO retrosynthesis dataset with 1.9M reactions from patents (1976-2016). Task: Predict the reactants needed to synthesize the given product. (1) Given the product [F:1][C@H:2]1[C@H:7]([OH:8])[CH2:6][CH2:5][N:4]([C:27]([O:29][C:30]([CH3:31])([CH3:32])[CH3:33])=[O:28])[CH2:3]1, predict the reactants needed to synthesize it. The reactants are: [F:1][C@H:2]1[C@H:7]([OH:8])[CH2:6][CH2:5][N:4](C(OCC2C=CC=CC=2)=O)[CH2:3]1.[CH3:31][C:30]([O:29][C:27](O[C:27]([O:29][C:30]([CH3:33])([CH3:32])[CH3:31])=[O:28])=[O:28])([CH3:33])[CH3:32].[H][H]. (2) Given the product [C:2]([C:6]1[CH:7]=[CH:8][C:9]([C@@H:12]([NH:14][C:35]([C:31]2[CH:30]=[C:29]3[C:34](=[CH:33][CH:32]=2)[N:26]([CH2:25][C:24]2[CH:23]=[C:22]([CH:42]=[CH:41][CH:40]=2)[O:21][C:18]([CH3:19])([CH3:20])[C:17]([O:16][CH3:15])=[O:43])[C:27]([CH3:39])=[C:28]3[CH3:38])=[O:36])[CH3:13])=[CH:10][CH:11]=1)([CH3:5])([CH3:3])[CH3:4], predict the reactants needed to synthesize it. The reactants are: Cl.[C:2]([C:6]1[CH:11]=[CH:10][C:9]([C@@H:12]([NH2:14])[CH3:13])=[CH:8][CH:7]=1)([CH3:5])([CH3:4])[CH3:3].[CH3:15][O:16][C:17](=[O:43])[C:18]([O:21][C:22]1[CH:23]=[C:24]([CH:40]=[CH:41][CH:42]=1)[CH2:25][N:26]1[C:34]2[C:29](=[CH:30][C:31]([C:35](O)=[O:36])=[CH:32][CH:33]=2)[C:28]([CH3:38])=[C:27]1[CH3:39])([CH3:20])[CH3:19]. (3) Given the product [O:42]=[C:36]1[CH:35]([N:29]2[CH2:28][C:27]3[C:31](=[CH:32][CH:33]=[C:25]([CH2:24][NH:23][C:3](=[O:5])[C:2]([F:1])([F:16])[C:6]4[CH:11]=[CH:10][CH:9]=[C:8]([O:12][CH2:13][O:14][CH3:15])[CH:7]=4)[CH:26]=3)[C:30]2=[O:34])[CH2:40][CH2:39][C:38](=[O:41])[NH:37]1, predict the reactants needed to synthesize it. The reactants are: [F:1][C:2]([F:16])([C:6]1[CH:11]=[CH:10][CH:9]=[C:8]([O:12][CH2:13][O:14][CH3:15])[CH:7]=1)[C:3]([OH:5])=O.P(Cl)(Cl)(Cl)=O.Cl.[NH2:23][CH2:24][C:25]1[CH:26]=[C:27]2[C:31](=[CH:32][CH:33]=1)[C:30](=[O:34])[N:29]([CH:35]1[CH2:40][CH2:39][C:38](=[O:41])[NH:37][C:36]1=[O:42])[CH2:28]2.C(=O)(O)[O-].[Na+]. (4) Given the product [C:23]([C:22]1[CH:25]=[CH:26][C:19]([CH2:18][NH:9][CH2:8][C:7]([O:6][C:2]([CH3:5])([CH3:4])[CH3:3])=[O:10])=[CH:20][CH:21]=1)#[N:24], predict the reactants needed to synthesize it. The reactants are: [Cl-].[C:2]([O:6][C:7](=[O:10])[CH2:8][NH3+:9])([CH3:5])([CH3:4])[CH3:3].C(=O)([O-])[O-].[K+].[K+].Br[CH2:18][C:19]1[CH:26]=[CH:25][C:22]([C:23]#[N:24])=[CH:21][CH:20]=1. (5) Given the product [CH3:25][C:26]1[CH:54]=[CH:53][CH:52]=[CH:51][C:27]=1[CH2:28][O:29][C:30]1[CH:31]=[C:32]([CH:37]=[C:38]([O:40][C:41]2[CH:46]=[CH:45][C:44]([S:47]([CH3:50])(=[O:48])=[O:49])=[CH:43][CH:42]=2)[CH:39]=1)[C:33]([OH:35])=[O:34], predict the reactants needed to synthesize it. The reactants are: FC1C=CC=CC=1COC1C=C(C=C(O[C@@H](C)COC)C=1)C(O)=O.[CH3:25][C:26]1[CH:54]=[CH:53][CH:52]=[CH:51][C:27]=1[CH2:28][O:29][C:30]1[CH:31]=[C:32]([CH:37]=[C:38]([O:40][C:41]2[CH:46]=[CH:45][C:44]([S:47]([CH3:50])(=[O:49])=[O:48])=[CH:43][CH:42]=2)[CH:39]=1)[C:33]([O:35]C)=[O:34]. (6) Given the product [CH:26]1[C:13]2[C:14]3[N:15]([CH2:23][CH2:24][O:25][C:12]=2[CH:11]=[CH:10][C:9]=1[C:29]1[C:30]([N:49]([CH3:54])[S:50]([CH3:53])(=[O:52])=[O:51])=[CH:31][C:32]2[O:36][C:35]([C:37]4[CH:42]=[CH:41][C:40]([F:43])=[CH:39][CH:38]=4)=[C:34]([C:44]([NH:46][CH3:47])=[O:45])[C:33]=2[CH:48]=1)[C:16]1[CH:17]=[CH:18][CH:19]=[CH:20][C:21]=1[CH:22]=3, predict the reactants needed to synthesize it. The reactants are: CC1(C)C(C)(C)OB([C:9]2[CH:10]=[CH:11][C:12]3[O:25][CH2:24][CH2:23][N:15]4[C:16]5[CH:17]=[CH:18][CH:19]=[CH:20][C:21]=5[CH:22]=[C:14]4[C:13]=3[CH:26]=2)O1.Br[C:29]1[C:30]([N:49]([CH3:54])[S:50]([CH3:53])(=[O:52])=[O:51])=[CH:31][C:32]2[O:36][C:35]([C:37]3[CH:42]=[CH:41][C:40]([F:43])=[CH:39][CH:38]=3)=[C:34]([C:44]([NH:46][CH3:47])=[O:45])[C:33]=2[CH:48]=1. (7) Given the product [F:1][C:2]1[CH:11]=[CH:10][C:9]([NH:12][S:19]([C:13]2[CH:18]=[CH:17][CH:16]=[CH:15][CH:14]=2)(=[O:21])=[O:20])=[C:8]2[C:3]=1[CH:4]=[CH:5][CH:6]=[N:7]2, predict the reactants needed to synthesize it. The reactants are: [F:1][C:2]1[CH:11]=[CH:10][C:9]([NH2:12])=[C:8]2[C:3]=1[CH:4]=[CH:5][CH:6]=[N:7]2.[C:13]1([S:19](Cl)(=[O:21])=[O:20])[CH:18]=[CH:17][CH:16]=[CH:15][CH:14]=1. (8) Given the product [F:25][C:20]1[CH:21]=[CH:22][CH:23]=[CH:24][C:19]=1[C:18]1[N:14]([S:11]([C:7]2[CH:6]=[C:5]([CH:10]=[CH:9][CH:8]=2)[O:4][CH2:3][C:2]([NH2:1])=[O:36])(=[O:12])=[O:13])[CH:15]=[C:16]([CH2:26][NH:27][CH3:28])[CH:17]=1, predict the reactants needed to synthesize it. The reactants are: [NH2:1][C:2](=[O:36])[CH2:3][O:4][C:5]1[CH:6]=[C:7]([S:11]([N:14]2[C:18]([C:19]3[CH:24]=[CH:23][CH:22]=[CH:21][C:20]=3[F:25])=[CH:17][C:16]([CH2:26][N:27](C)[C:28](=O)OC(C)(C)C)=[CH:15]2)(=[O:13])=[O:12])[CH:8]=[CH:9][CH:10]=1.FC(F)(F)C(O)=O.C(=O)(O)[O-].[Na+]. (9) The reactants are: [NH2:1][CH2:2][C:3]1[CH:8]=[CH:7][C:6]([C:9]2[CH:14]=[CH:13][N:12]=[C:11]3[NH:15][C:16]([C:18]4[N:23]=[CH:22][C:21]([N:24]([CH3:26])[CH3:25])=[CH:20][CH:19]=4)=[N:17][C:10]=23)=[CH:5][C:4]=1[F:27].[Na].[C:29]([C:33]1[O:37][N:36]=[C:35]([C:38](O)=[O:39])[N:34]=1)([CH3:32])([CH3:31])[CH3:30].C1CN([P+](Br)(N2CCCC2)N2CCCC2)CC1.F[P-](F)(F)(F)(F)F.CN(C=O)C.CCN(C(C)C)C(C)C. Given the product [CH3:26][N:24]([CH3:25])[C:21]1[CH:20]=[CH:19][C:18]([C:16]2[NH:15][C:11]3=[N:12][CH:13]=[CH:14][C:9]([C:6]4[CH:7]=[CH:8][C:3]([CH2:2][NH:1][C:38]([C:35]5[N:34]=[C:33]([C:29]([CH3:32])([CH3:31])[CH3:30])[O:37][N:36]=5)=[O:39])=[C:4]([F:27])[CH:5]=4)=[C:10]3[N:17]=2)=[N:23][CH:22]=1, predict the reactants needed to synthesize it. (10) Given the product [F:11][C:12]1[CH:17]=[CH:16][C:15]([O:18][C:2]2[CH:7]=[CH:6][C:5]([N+:8]([O-:10])=[O:9])=[CH:4][CH:3]=2)=[CH:14][C:13]=1[C:19]([F:20])([F:21])[F:22], predict the reactants needed to synthesize it. The reactants are: F[C:2]1[CH:7]=[CH:6][C:5]([N+:8]([O-:10])=[O:9])=[CH:4][CH:3]=1.[F:11][C:12]1[CH:17]=[CH:16][C:15]([OH:18])=[CH:14][C:13]=1[C:19]([F:22])([F:21])[F:20].C(=O)([O-])[O-].[K+].[K+].O.